Dataset: Forward reaction prediction with 1.9M reactions from USPTO patents (1976-2016). Task: Predict the product of the given reaction. (1) Given the reactants [O:1]1[C:5]2[CH:6]=[CH:7][CH:8]=[CH:9][C:4]=2[NH:3][C:2]1=[O:10].[Cl:11][CH:12]([CH3:16])[C:13](O)=[O:14].C(=O)([O-])O.[Na+], predict the reaction product. The product is: [Cl:11][CH:12]([CH3:16])[C:13]([C:7]1[CH:8]=[CH:9][C:4]2[NH:3][C:2](=[O:10])[O:1][C:5]=2[CH:6]=1)=[O:14]. (2) The product is: [Br:1][CH2:2][C:3]1[CH:4]=[C:5]([CH:6]=[CH:7][CH:8]=1)[NH2:9]. Given the reactants [Br:1][CH2:2][C:3]1[CH:8]=[CH:7][CH:6]=[C:5]([N+:9]([O-])=O)[CH:4]=1.Cl, predict the reaction product. (3) Given the reactants Br[C:2]1[CH:3]=[C:4]([N:22]([CH2:29][CH3:30])[CH:23]2[CH2:28][CH2:27][O:26][CH2:25][CH2:24]2)[C:5]([CH3:21])=[C:6]([CH:20]=1)[C:7]([NH:9][CH2:10][C:11]1[C:12](=[O:19])[NH:13][C:14]([CH3:18])=[CH:15][C:16]=1[CH3:17])=[O:8].CC1(C)OB([C:37]2[CH:38]=[CH:39][C:40]([CH2:43][OH:44])=[N:41][CH:42]=2)OC1(C)C.C(=O)([O-])[O-].[Na+].[Na+].CCCCCCC.C(OC(=O)C)C, predict the reaction product. The product is: [CH3:17][C:16]1[CH:15]=[C:14]([CH3:18])[NH:13][C:12](=[O:19])[C:11]=1[CH2:10][NH:9][C:7](=[O:8])[C:6]1[CH:20]=[C:2]([C:37]2[CH:42]=[N:41][C:40]([CH2:43][OH:44])=[CH:39][CH:38]=2)[CH:3]=[C:4]([N:22]([CH2:29][CH3:30])[CH:23]2[CH2:28][CH2:27][O:26][CH2:25][CH2:24]2)[C:5]=1[CH3:21]. (4) Given the reactants C[O:2][C:3](=[O:29])[C:4]1[CH:9]=[CH:8][C:7]([C:10]2[N:11]=[C:12](Cl)[C:13]3[C:14](=[CH:16][N:17](CC4C=CC(OC)=CC=4)[N:18]=3)[N:15]=2)=[CH:6][CH:5]=1.[CH3:30][O:31][C:32]1[CH:33]=[C:34]([CH:36]=[CH:37][C:38]=1[O:39][CH3:40])[NH2:35].Cl, predict the reaction product. The product is: [CH3:30][O:31][C:32]1[CH:33]=[C:34]([NH:35][C:12]2[C:13]3[NH:18][N:17]=[CH:16][C:14]=3[N:15]=[C:10]([C:7]3[CH:6]=[CH:5][C:4]([C:3]([OH:2])=[O:29])=[CH:9][CH:8]=3)[N:11]=2)[CH:36]=[CH:37][C:38]=1[O:39][CH3:40]. (5) Given the reactants CC1(C)C(C)(C)OB([C:9]2[CH:10]=[C:11]3[C:16](=[C:17]([O:19][CH2:20][O:21][CH2:22][CH2:23][Si:24]([CH3:27])([CH3:26])[CH3:25])[CH:18]=2)[N:15]=[CH:14][N:13]([CH2:28][O:29][CH2:30][CH2:31][Si:32]([CH3:35])([CH3:34])[CH3:33])[C:12]3=[O:36])O1.Br[C:39]1[CH:59]=[CH:58][CH:57]=[CH:56][C:40]=1[CH2:41][O:42][CH2:43][CH2:44][CH:45]1[CH2:50][CH2:49][N:48]([CH2:51][C:52]([F:55])([F:54])[F:53])[CH2:47][CH2:46]1.C(=O)([O-])[O-].[K+].[K+].C(OCC)(=O)C.CCCCCCC, predict the reaction product. The product is: [F:55][C:52]([F:53])([F:54])[CH2:51][N:48]1[CH2:47][CH2:46][CH:45]([CH2:44][CH2:43][O:42][CH2:41][C:40]2[CH:56]=[CH:57][CH:58]=[CH:59][C:39]=2[C:9]2[CH:10]=[C:11]3[C:16](=[C:17]([O:19][CH2:20][O:21][CH2:22][CH2:23][Si:24]([CH3:25])([CH3:26])[CH3:27])[CH:18]=2)[N:15]=[CH:14][N:13]([CH2:28][O:29][CH2:30][CH2:31][Si:32]([CH3:34])([CH3:35])[CH3:33])[C:12]3=[O:36])[CH2:50][CH2:49]1. (6) The product is: [CH2:2]([N:9]1[CH2:10][CH2:11][C:12]2[CH:17]=[N:27][C:26]([NH:25][C:22]3[CH:23]=[CH:24][CH:19]=[CH:20][CH:21]=3)=[N:28][C:13]=2[CH2:14][CH2:15]1)[C:3]1[CH:8]=[CH:7][CH:6]=[CH:5][CH:4]=1. Given the reactants Cl.[CH2:2]([N:9]1[CH2:15][CH2:14][C:13](Cl)=[C:12]([CH:17]=O)[CH2:11][CH2:10]1)[C:3]1[CH:8]=[CH:7][CH:6]=[CH:5][CH:4]=1.[CH:19]1[CH:24]=[CH:23][C:22]([N:25]=[C:26]([NH2:28])[NH2:27])=[CH:21][CH:20]=1.C(O)(O)=O.C([O-])C.[Na+], predict the reaction product. (7) Given the reactants [F:1][C:2]([F:29])([F:28])[C:3]1[CH:4]=[CH:5][C:6]([O:9][C:10]2[CH:11]=[C:12]([CH:16]=[C:17]3[CH2:22][CH2:21][CH:20]([C:23]([O:25]CC)=[O:24])[CH2:19][CH2:18]3)[CH:13]=[CH:14][CH:15]=2)=[N:7][CH:8]=1.[OH-].[Na+], predict the reaction product. The product is: [F:29][C:2]([F:1])([F:28])[C:3]1[CH:4]=[CH:5][C:6]([O:9][C:10]2[CH:11]=[C:12]([CH:16]=[C:17]3[CH2:22][CH2:21][CH:20]([C:23]([OH:25])=[O:24])[CH2:19][CH2:18]3)[CH:13]=[CH:14][CH:15]=2)=[N:7][CH:8]=1. (8) Given the reactants [N+:1]([C:4]1[CH:9]=[CH:8][C:7]([S:10]([CH3:13])(=[NH:12])=[O:11])=[CH:6][CH:5]=1)([O-:3])=[O:2].Cl[C:15]([O:17][CH2:18][CH3:19])=[O:16].[Na+].[Cl-], predict the reaction product. The product is: [CH2:18]([O:17][C:15]([N:12]=[S:10]([CH3:13])([C:7]1[CH:6]=[CH:5][C:4]([N+:1]([O-:3])=[O:2])=[CH:9][CH:8]=1)=[O:11])=[O:16])[CH3:19]. (9) Given the reactants Cl[C:2]1[C:11]2[C:6](=[CH:7][C:8]([C:12]([O:14][CH3:15])=[O:13])=[CH:9][CH:10]=2)[N:5]=[C:4]([C:16]([F:25])([F:24])[C:17]2[CH:22]=[CH:21][C:20]([F:23])=[CH:19][CH:18]=2)[N:3]=1.[CH3:26][C:27]1[NH:31][N:30]=[C:29]([NH2:32])[CH:28]=1.CCN(C(C)C)C(C)C, predict the reaction product. The product is: [F:25][C:16]([F:24])([C:17]1[CH:18]=[CH:19][C:20]([F:23])=[CH:21][CH:22]=1)[C:4]1[N:3]=[C:2]([NH:32][C:29]2[CH:28]=[C:27]([CH3:26])[NH:31][N:30]=2)[C:11]2[C:6](=[CH:7][C:8]([C:12]([O:14][CH3:15])=[O:13])=[CH:9][CH:10]=2)[N:5]=1.